From a dataset of Full USPTO retrosynthesis dataset with 1.9M reactions from patents (1976-2016). Predict the reactants needed to synthesize the given product. (1) Given the product [C:28]([C:2]1([OH:1])[CH2:7][CH2:6][N:5]([C:8]2[CH:13]=[CH:12][C:11]([N:14]3[CH2:18][C@H:17]([CH2:19][NH:20][C:21](=[O:23])[CH3:22])[O:16][C:15]3=[O:24])=[CH:10][C:9]=2[F:25])[CH2:4][C:3]1([CH3:27])[CH3:26])#[N:29], predict the reactants needed to synthesize it. The reactants are: [O:1]=[C:2]1[CH2:7][CH2:6][N:5]([C:8]2[CH:13]=[CH:12][C:11]([N:14]3[CH2:18][C@H:17]([CH2:19][NH:20][C:21](=[O:23])[CH3:22])[O:16][C:15]3=[O:24])=[CH:10][C:9]=2[F:25])[CH2:4][C:3]1([CH3:27])[CH3:26].[C-:28]#[N:29].[K+]. (2) The reactants are: O.[CH2:2]([C@@:6]1([CH2:31][CH3:32])[NH:12][C@H:11]([C:13]2[CH:18]=[CH:17][CH:16]=[CH:15][CH:14]=2)[C:10]2[CH:19]=[C:20]([O:27][CH3:28])[C:21]([C:23]([O:25]C)=[O:24])=[CH:22][C:9]=2[S:8](=[O:30])(=[O:29])[CH2:7]1)[CH2:3][CH2:4][CH3:5].[Li+].[OH-].C(O)(=O)C1C=CC=CC=1. Given the product [CH2:2]([C@@:6]1([CH2:31][CH3:32])[NH:12][C@H:11]([C:13]2[CH:14]=[CH:15][CH:16]=[CH:17][CH:18]=2)[C:10]2[CH:19]=[C:20]([O:27][CH3:28])[C:21]([C:23]([OH:25])=[O:24])=[CH:22][C:9]=2[S:8](=[O:30])(=[O:29])[CH2:7]1)[CH2:3][CH2:4][CH3:5], predict the reactants needed to synthesize it. (3) Given the product [C:45]([O:44][C:43]([NH:42][C@@H:26]([C:27]1[CH:32]=[C:31]([C:2]2[CH:10]=[C:9]([CH2:11][O:12][C:13]3[CH:18]=[CH:17][CH:16]=[CH:15][C:14]=3[CH2:19][C:20]([O:22][CH3:23])=[O:21])[CH:8]=[C:4]([C:5]([OH:7])=[O:6])[CH:3]=2)[CH:30]=[CH:29][CH:28]=1)[CH2:25][OH:24])=[O:49])([CH3:48])([CH3:46])[CH3:47], predict the reactants needed to synthesize it. The reactants are: Br[C:2]1[CH:3]=[C:4]([CH:8]=[C:9]([CH2:11][O:12][C:13]2[CH:18]=[CH:17][CH:16]=[CH:15][C:14]=2[CH2:19][C:20]([O:22][CH3:23])=[O:21])[CH:10]=1)[C:5]([OH:7])=[O:6].[OH:24][CH2:25][C@@H:26]([NH:42][C:43](=[O:49])[O:44][C:45]([CH3:48])([CH3:47])[CH3:46])[C:27]1[CH:32]=[CH:31][CH:30]=[C:29](B2OC(C)(C)C(C)(C)O2)[CH:28]=1.O. (4) Given the product [CH:20]([C:14]1[CH:13]=[CH:12][C:11]2[C:16](=[C:17]([C:18]#[N:19])[C:8]([O:7][CH2:6][O:5][CH3:4])=[CH:9][CH:10]=2)[N:15]=1)=[O:2], predict the reactants needed to synthesize it. The reactants are: [Se](=O)=[O:2].[CH3:4][O:5][CH2:6][O:7][C:8]1[C:17]([C:18]#[N:19])=[C:16]2[C:11]([CH:12]=[CH:13][C:14]([CH3:20])=[N:15]2)=[CH:10][CH:9]=1. (5) Given the product [F:36][C:31]1[CH:30]=[C:29]([CH:34]=[CH:33][C:32]=1[F:35])[CH2:28][NH:27][C:26]([C:11]1[C:10]2[C:14](=[CH:15][C:7]([C:45]3[N:41]([CH3:40])[N:42]=[CH:43][CH:44]=3)=[CH:8][CH:9]=2)[N:13]([CH2:16][C:17]2[CH:22]=[CH:21][CH:20]=[CH:19][N:18]=2)[C:12]=1[CH:23]([CH3:24])[CH3:25])=[O:37], predict the reactants needed to synthesize it. The reactants are: FC(F)(F)S(O[C:7]1[CH:15]=[C:14]2[C:10]([C:11]([C:26](=[O:37])[NH:27][CH2:28][C:29]3[CH:34]=[CH:33][C:32]([F:35])=[C:31]([F:36])[CH:30]=3)=[C:12]([CH:23]([CH3:25])[CH3:24])[N:13]2[CH2:16][C:17]2[CH:22]=[CH:21][CH:20]=[CH:19][N:18]=2)=[CH:9][CH:8]=1)(=O)=O.[CH3:40][N:41]1[C:45](B(O)O)=[CH:44][CH:43]=[N:42]1.[Li+].[Cl-].C([O-])([O-])=O.[Na+].[Na+].